This data is from Peptide-MHC class II binding affinity with 134,281 pairs from IEDB. The task is: Regression. Given a peptide amino acid sequence and an MHC pseudo amino acid sequence, predict their binding affinity value. This is MHC class II binding data. (1) The peptide sequence is GELQIVDKIDAAFNI. The MHC is DRB1_1302 with pseudo-sequence DRB1_1302. The binding affinity (normalized) is 0.676. (2) The peptide sequence is NGNATPQLTKNAGVL. The MHC is DRB1_1302 with pseudo-sequence DRB1_1302. The binding affinity (normalized) is 0.737. (3) The peptide sequence is KAFAEGLSGEPKGGA. The MHC is DRB4_0101 with pseudo-sequence DRB4_0103. The binding affinity (normalized) is 0.160. (4) The peptide sequence is SLSTEWSPCSVT. The MHC is DRB1_0401 with pseudo-sequence DRB1_0401. The binding affinity (normalized) is 0.266. (5) The peptide sequence is APSVVPNTTLGMHCG. The MHC is DRB1_1302 with pseudo-sequence DRB1_1302. The binding affinity (normalized) is 0.750. (6) The peptide sequence is AANWILRGTSFVYVP. The MHC is DRB1_0802 with pseudo-sequence DRB1_0802. The binding affinity (normalized) is 0.504. (7) The peptide sequence is RLIHSLSKTSNQSLG. The MHC is DRB1_0101 with pseudo-sequence DRB1_0101. The binding affinity (normalized) is 0.516.